This data is from CYP1A2 inhibition data for predicting drug metabolism from PubChem BioAssay. The task is: Regression/Classification. Given a drug SMILES string, predict its absorption, distribution, metabolism, or excretion properties. Task type varies by dataset: regression for continuous measurements (e.g., permeability, clearance, half-life) or binary classification for categorical outcomes (e.g., BBB penetration, CYP inhibition). Dataset: cyp1a2_veith. (1) The compound is CCCCCCCCCCCCCCCCCC(=O)O[C@H](CC(=O)O)C[N+](C)(C)C. The result is 0 (non-inhibitor). (2) The compound is O=c1cnc2cnc(OCc3ccccc3)nc2n1CCc1ccccc1. The result is 1 (inhibitor). (3) The result is 1 (inhibitor). The drug is CC1CCN(C(=O)Oc2c(Cl)cc(Cl)c3cccnc23)CC1. (4) The molecule is COc1cccc(Nc2ncc3ncc(=O)n(CCC#N)c3n2)c1. The result is 1 (inhibitor).